Dataset: Reaction yield outcomes from USPTO patents with 853,638 reactions. Task: Predict the reaction yield, written as a fraction of the theoretical maximum amount of product (1.0 means a 100% yield; for example, 0.34 means a 34% yield). (1) The reactants are [CH3:1][O:2][C:3](=[O:15])[C:4]1[CH:9]=[C:8]([S:10][CH2:11][CH2:12][CH3:13])[N:7]=[C:6](Cl)[CH:5]=1.C1(P(C2C=CC=CC=2)C2C=CC3C(=CC=CC=3)C=2C2C3C(=CC=CC=3)C=CC=2P(C2C=CC=CC=2)C2C=CC=CC=2)C=CC=CC=1.C(=O)([O-])[O-].[Cs+].[Cs+].[C@@H:68]([NH2:72])([CH2:70][CH3:71])[CH3:69]. The catalyst is CCOCC.C1(C)C=CC=CC=1. The product is [CH3:1][O:2][C:3](=[O:15])[C:4]1[CH:9]=[C:8]([S:10][CH2:11][CH2:12][CH3:13])[N:7]=[C:6]([NH:72][CH:68]([CH2:70][CH3:71])[CH3:69])[CH:5]=1. The yield is 0.550. (2) The reactants are Br[C:2]1[C:7]2[S:8][C:9]([C:11]3[C:18]([Cl:19])=[CH:17][CH:16]=[CH:15][C:12]=3[C:13]#[N:14])=[N:10][C:6]=2[C:5]([F:20])=[CH:4][N:3]=1.C[Si](Br)(C)C.ClC1C(C2S[C:37]3[C:38](Cl)=[N:39][CH:40]=[C:41](F)[C:42]=3[N:43]=2)=C(C=CC=1)C#N.C(=O)(O)[O-].[Na+].C(#[N:54])CC. No catalyst specified. The product is [Cl:19][C:18]1[C:11]([C:9]2[S:8][C:7]3[C:2]([NH:54][C:38]4[CH:37]=[C:42]([CH3:41])[N:43]=[CH:40][N:39]=4)=[N:3][CH:4]=[C:5]([F:20])[C:6]=3[N:10]=2)=[C:12]([CH:15]=[CH:16][CH:17]=1)[C:13]#[N:14]. The yield is 1.00. (3) The reactants are [Br:1][C:2]1[CH:3]=[C:4]([CH:7]=[C:8]([F:10])[CH:9]=1)[CH2:5]O.C1(P(C2C=CC=CC=2)C2C=CC=CC=2)C=CC=CC=1.C(Br)(Br)(Br)[Br:31]. The catalyst is ClCCl. The product is [Br:1][C:2]1[CH:3]=[C:4]([CH:7]=[C:8]([F:10])[CH:9]=1)[CH2:5][Br:31]. The yield is 0.980.